From a dataset of Plasma protein binding rate (PPBR) regression data from AstraZeneca. Regression/Classification. Given a drug SMILES string, predict its absorption, distribution, metabolism, or excretion properties. Task type varies by dataset: regression for continuous measurements (e.g., permeability, clearance, half-life) or binary classification for categorical outcomes (e.g., BBB penetration, CYP inhibition). For this dataset (ppbr_az), we predict Y. The drug is COc1cc2nnc(C(N)=O)c(Nc3cc(C)ccc3F)c2cc1N1CCN(C)CC1. The Y is 93.0 %.